Dataset: Forward reaction prediction with 1.9M reactions from USPTO patents (1976-2016). Task: Predict the product of the given reaction. (1) The product is: [C:8]1([CH2:7][C:19]([C:18]2[CH:22]=[C:23]([F:26])[C:24]([F:25])=[C:16]([F:15])[CH:17]=2)=[O:20])[CH:13]=[CH:12][CH:11]=[CH:10][CH:9]=1. Given the reactants C([Cu])#N.[Li+].[Br-].[Br-].[CH2:7]([Zn+])[C:8]1[CH:13]=[CH:12][CH:11]=[CH:10][CH:9]=1.[F:15][C:16]1[CH:17]=[C:18]([CH:22]=[C:23]([F:26])[C:24]=1[F:25])[C:19](Cl)=[O:20], predict the reaction product. (2) Given the reactants C(NC1C=CC=CC=1C1CCC2C(=CC=C(OC)C=2)C1)C.Cl.N1(CCOC2C=CC(C(O)=O)=CC=2)CCCC1.[CH2:40]([N:42]([C:58]1[CH:63]=[CH:62][CH:61]=[CH:60][C:59]=1[CH:64]1[CH2:73][CH2:72][C:71]2[C:66](=[CH:67][CH:68]=[C:69]([O:74]C)[CH:70]=2)[CH2:65]1)[CH2:43][C:44]1[CH:49]=[CH:48][C:47]([O:50][CH2:51][CH2:52][N:53]2[CH2:57][CH2:56][CH2:55][CH2:54]2)=[CH:46][CH:45]=1)[CH3:41], predict the reaction product. The product is: [CH2:40]([N:42]([CH2:43][C:44]1[CH:49]=[CH:48][C:47]([O:50][CH2:51][CH2:52][N:53]2[CH2:57][CH2:56][CH2:55][CH2:54]2)=[CH:46][CH:45]=1)[C:58]1[CH:63]=[CH:62][CH:61]=[CH:60][C:59]=1[CH:64]1[CH2:73][CH2:72][C:71]2[CH:70]=[C:69]([OH:74])[CH:68]=[CH:67][C:66]=2[CH2:65]1)[CH3:41]. (3) Given the reactants [CH3:1][C:2]1[C:3]([C:22](=[O:25])[CH:23]=[CH2:24])=[C:4]2[C:8](=[C:9]([CH3:11])[CH:10]=1)[N:7]([S:12]([C:15]1[CH:21]=[CH:20][C:18]([CH3:19])=[CH:17][CH:16]=1)(=[O:14])=[O:13])[CH:6]=[CH:5]2.C1(Cl)C(=O)C(Cl)=C(Cl)C(=O)C=1Cl, predict the reaction product. The product is: [CH3:1][C:2]1[CH:10]=[C:9]([CH3:11])[C:8]2[N:7]([S:12]([C:15]3[CH:21]=[CH:20][C:18]([CH3:19])=[CH:17][CH:16]=3)(=[O:14])=[O:13])[CH:6]=[C:5]3[CH:24]=[CH:23][C:22](=[O:25])[C:3]=1[C:4]=23.